From a dataset of Full USPTO retrosynthesis dataset with 1.9M reactions from patents (1976-2016). Predict the reactants needed to synthesize the given product. (1) The reactants are: [OH-].[Na+].O1CCCC1.C(O)C.[C:11]([C:13]1[C:18]2=[N:19][C:20]3[CH:25]=[CH:24][CH:23]=[CH:22][C:21]=3[N:17]2[C:16]([N:26]2[CH2:30][CH2:29][C@@H:28]([CH2:31][NH:32][CH2:33][C:34]([O:36]CC)=[O:35])[CH2:27]2)=[C:15]([C:39]2[CH:44]=[CH:43][CH:42]=[CH:41][CH:40]=2)[C:14]=1[CH3:45])#[N:12].Cl. Given the product [C:11]([C:13]1[C:18]2=[N:19][C:20]3[CH:25]=[CH:24][CH:23]=[CH:22][C:21]=3[N:17]2[C:16]([N:26]2[CH2:30][CH2:29][C@@H:28]([CH2:31][NH:32][CH2:33][C:34]([OH:36])=[O:35])[CH2:27]2)=[C:15]([C:39]2[CH:40]=[CH:41][CH:42]=[CH:43][CH:44]=2)[C:14]=1[CH3:45])#[N:12], predict the reactants needed to synthesize it. (2) Given the product [OH:1][C@H:2]1[CH2:7][CH2:6][CH2:5][CH2:4][C@@H:3]1[N:8]1[C:17](=[O:18])[C:16]2[C:11](=[C:12]3[CH:33]=[CH:32][N:31]=[CH:30][C:13]3=[C:14]([CH2:19][C:20]3[CH:25]=[CH:24][C:23]([CH:26]([OH:29])[CH2:27][CH3:28])=[CH:22][CH:21]=3)[CH:15]=2)[N:10]=[CH:9]1, predict the reactants needed to synthesize it. The reactants are: [OH:1][C@H:2]1[CH2:7][CH2:6][CH2:5][CH2:4][C@@H:3]1[N:8]1[C:17](=[O:18])[C:16]2[C:11](=[C:12]3[CH:33]=[CH:32][N:31]=[CH:30][C:13]3=[C:14]([CH2:19][C:20]3[CH:25]=[CH:24][C:23]([CH:26]([OH:29])[CH:27]=[CH2:28])=[CH:22][CH:21]=3)[CH:15]=2)[N:10]=[CH:9]1. (3) Given the product [C:20]1([CH2:19][N:16]2[CH2:17][CH2:18][CH:13]([N:11]3[C:12]4[CH:27]=[N:1][C:2]5[CH:7]=[CH:6][CH:5]=[CH:4][C:3]=5[C:8]=4[NH:9][C:10]3=[O:26])[CH2:14][CH2:15]2)[CH:25]=[CH:24][CH:23]=[CH:22][CH:21]=1, predict the reactants needed to synthesize it. The reactants are: [NH2:1][C:2]1[CH:7]=[CH:6][CH:5]=[CH:4][C:3]=1[C:8]1[NH:9][C:10](=[O:26])[N:11]([CH:13]2[CH2:18][CH2:17][N:16]([CH2:19][C:20]3[CH:25]=[CH:24][CH:23]=[CH:22][CH:21]=3)[CH2:15][CH2:14]2)[CH:12]=1.[CH2:27]=O. (4) The reactants are: [CH2:1]([C:8]1[CH2:12][C:11](=[O:13])[NH:10][N:9]=1)[C:2]1[CH:7]=[CH:6][CH:5]=[CH:4][CH:3]=1.[Cl:14][C:15]1[C:24]2[C:19](=[CH:20][CH:21]=[CH:22][CH:23]=2)[N+:18]([O-])=[CH:17][CH:16]=1. Given the product [CH2:1]([C:8]1=[N:9][NH:10][C:11](=[O:13])/[C:12]/1=[C:17]1\[NH:18][C:19]2[C:24]([C:15]([Cl:14])=[CH:16]\1)=[CH:23][CH:22]=[CH:21][CH:20]=2)[C:2]1[CH:3]=[CH:4][CH:5]=[CH:6][CH:7]=1, predict the reactants needed to synthesize it. (5) Given the product [C:1]([O:5][C:6](=[O:19])[NH:7][C:8]1[CH:13]=[CH:12][C:11]([C:14]([F:17])([F:16])[F:15])=[CH:10][C:9]=1[NH:18][C:25](=[O:24])[CH2:26][C:27](=[O:40])[C:28]1[CH:33]=[CH:32][CH:31]=[C:30]([C:34]2[CH:35]=[CH:36][N:37]=[CH:38][CH:39]=2)[CH:29]=1)([CH3:4])([CH3:2])[CH3:3], predict the reactants needed to synthesize it. The reactants are: [C:1]([O:5][C:6](=[O:19])[NH:7][C:8]1[CH:13]=[CH:12][C:11]([C:14]([F:17])([F:16])[F:15])=[CH:10][C:9]=1[NH2:18])([CH3:4])([CH3:3])[CH3:2].C([O:24][C:25](=O)[CH2:26][C:27](=[O:40])[C:28]1[CH:33]=[CH:32][CH:31]=[C:30]([C:34]2[CH:39]=[CH:38][N:37]=[CH:36][CH:35]=2)[CH:29]=1)(C)(C)C.